Dataset: Reaction yield outcomes from USPTO patents with 853,638 reactions. Task: Predict the reaction yield, written as a fraction of the theoretical maximum amount of product (1.0 means a 100% yield; for example, 0.34 means a 34% yield). (1) The reactants are [Cl-].[Al+3].[Cl-].[Cl-].[CH3:5][C:6]1[CH:13]=[C:12]([CH3:14])[C:11]([CH3:15])=[CH:10][C:7]=1[CH:8]=[O:9].[Br:16]Br.O. The catalyst is C(Cl)Cl. The product is [Br:16][C:13]1[C:6]([CH3:5])=[C:7]([CH:10]=[C:11]([CH3:15])[C:12]=1[CH3:14])[CH:8]=[O:9]. The yield is 1.00. (2) The reactants are Cl.[CH3:2][S:3]([C:6]1[CH:12]=[CH:11][C:9]([NH2:10])=[CH:8][CH:7]=1)(=[O:5])=[O:4].C(=O)([O-])[O-].[Ca+2].[C:18](Cl)(Cl)=[S:19]. The catalyst is C(Cl)Cl.O. The product is [N:10]([C:9]1[CH:11]=[CH:12][C:6]([S:3]([CH3:2])(=[O:4])=[O:5])=[CH:7][CH:8]=1)=[C:18]=[S:19]. The yield is 0.890. (3) The yield is 0.830. The catalyst is O1CCCC1. The product is [CH2:1]([C:3]([C:22]1[CH:35]=[CH:34][C:25]([O:26][CH2:27][CH:28]([OH:33])[C:29]([CH3:32])([CH3:31])[CH3:30])=[C:24]([CH3:36])[CH:23]=1)([C:6]1[CH:11]=[CH:10][C:9]([B:12]2[O:13][C:14]([CH3:19])([CH3:20])[C:15]([CH3:17])([CH3:18])[O:16]2)=[C:8]([CH3:21])[CH:7]=1)[CH2:4][CH3:5])[CH3:2]. The reactants are [CH2:1]([C:3]([C:22]1[CH:35]=[CH:34][C:25]([O:26][CH2:27][C:28](=[O:33])[C:29]([CH3:32])([CH3:31])[CH3:30])=[C:24]([CH3:36])[CH:23]=1)([C:6]1[CH:11]=[CH:10][C:9]([B:12]2[O:16][C:15]([CH3:18])([CH3:17])[C:14]([CH3:20])([CH3:19])[O:13]2)=[C:8]([CH3:21])[CH:7]=1)[CH2:4][CH3:5])[CH3:2].CCC(C)[BH-](C(C)CC)C(C)CC.[Li+].[Cl-].[NH4+]. (4) The reactants are N#N.Br[C:4]1[CH:5]=[C:6]2[C:11](=[CH:12][CH:13]=1)[O:10][C:9](=[O:14])[CH:8]=[C:7]2[NH:15][CH:16]1[CH2:21][CH2:20][N:19]([CH2:22][CH:23]=[CH:24][C:25]2[CH:30]=[CH:29][CH:28]=[CH:27][CH:26]=2)[CH2:18][CH2:17]1.[Br-].[CH2:32]([Zn+])[CH2:33][CH2:34][CH3:35]. The catalyst is C1COCC1.C1C=CC(P(C2C=CC=CC=2)[C-]2C=CC=C2)=CC=1.C1C=CC(P(C2C=CC=CC=2)[C-]2C=CC=C2)=CC=1.Cl[Pd]Cl.[Fe+2].[Cu]I. The product is [CH2:32]([C:4]1[CH:5]=[C:6]2[C:11](=[CH:12][CH:13]=1)[O:10][C:9](=[O:14])[CH:8]=[C:7]2[NH:15][CH:16]1[CH2:21][CH2:20][N:19]([CH2:22][CH:23]=[CH:24][C:25]2[CH:26]=[CH:27][CH:28]=[CH:29][CH:30]=2)[CH2:18][CH2:17]1)[CH2:33][CH2:34][CH3:35]. The yield is 0.100.